Task: Predict the product of the given reaction.. Dataset: Forward reaction prediction with 1.9M reactions from USPTO patents (1976-2016) Given the reactants [CH3:1][C:2]1([CH3:24])[CH2:11][CH2:10][C:9]([CH3:13])([CH3:12])[C:8]2[CH:7]=[C:6]([CH:14]([OH:17])[C:15]#[CH:16])[CH:5]=[C:4]([O:18][CH2:19][CH2:20][O:21][CH2:22][CH3:23])[C:3]1=2.[OH:25][C:26]1[CH:34]=[C:33](I)[CH:32]=[CH:31][C:27]=1[C:28]([OH:30])=[O:29].[Cl-].[NH4+], predict the reaction product. The product is: [OH:17][CH:14]([C:6]1[CH:5]=[C:4]([O:18][CH2:19][CH2:20][O:21][CH2:22][CH3:23])[C:3]2[C:2]([CH3:24])([CH3:1])[CH2:11][CH2:10][C:9]([CH3:12])([CH3:13])[C:8]=2[CH:7]=1)[C:15]#[C:16][C:33]1[CH:32]=[CH:31][C:27]([C:28]([OH:30])=[O:29])=[C:26]([OH:25])[CH:34]=1.